Task: Predict the product of the given reaction.. Dataset: Forward reaction prediction with 1.9M reactions from USPTO patents (1976-2016) (1) Given the reactants [CH3:1][C:2]([CH3:30])([CH3:29])[C@H:3]([NH:8][C:9]([N:11]1[C:19]2[CH2:18][CH2:17][NH:16][CH2:15][C:14]=2[C:13]([C:20]2[CH:25]=[C:24]([F:26])[C:23]([F:27])=[CH:22][C:21]=2[F:28])=[N:12]1)=[O:10])[C:4]([NH:6][CH3:7])=[O:5].CCN(C(C)C)C(C)C.Br[CH2:41][C:42]([O:44][CH2:45][CH3:46])=[O:43], predict the reaction product. The product is: [CH3:1][C:2]([CH3:30])([CH3:29])[C@H:3]([NH:8][C:9]([N:11]1[C:19]2[CH2:18][CH2:17][N:16]([CH2:41][C:42]([O:44][CH2:45][CH3:46])=[O:43])[CH2:15][C:14]=2[C:13]([C:20]2[CH:25]=[C:24]([F:26])[C:23]([F:27])=[CH:22][C:21]=2[F:28])=[N:12]1)=[O:10])[C:4]([NH:6][CH3:7])=[O:5]. (2) The product is: [F:39][C:35]1[CH:34]=[C:33]([NH:32][C:30](=[O:31])[CH2:29][C:27]2[NH:26][N:25]=[C:24]([NH:23][C:17]3[C:16]4[C:21](=[CH:22][C:13]([O:12][CH2:11][CH2:10][CH2:9][N:1]5[CH2:7][CH2:6][CH2:5][C@H:2]5[CH2:3][OH:4])=[CH:14][CH:15]=4)[N:20]=[CH:19][N:18]=3)[CH:28]=2)[CH:38]=[CH:37][CH:36]=1. Given the reactants [NH:1]1[CH2:7][CH2:6][CH2:5][C@H:2]1[CH2:3][OH:4].Cl[CH2:9][CH2:10][CH2:11][O:12][C:13]1[CH:22]=[C:21]2[C:16]([C:17]([NH:23][C:24]3[CH:28]=[C:27]([CH2:29][C:30]([NH:32][C:33]4[CH:38]=[CH:37][CH:36]=[C:35]([F:39])[CH:34]=4)=[O:31])[NH:26][N:25]=3)=[N:18][CH:19]=[N:20]2)=[CH:15][CH:14]=1, predict the reaction product. (3) Given the reactants [Cl:1][C:2]1[N:3]=[C:4]([CH2:7][C:8]#[N:9])[S:5][CH:6]=1.Br[CH2:11][CH2:12]Br.[OH-].[Na+], predict the reaction product. The product is: [Cl:1][C:2]1[N:3]=[C:4]([C:7]2([C:8]#[N:9])[CH2:12][CH2:11]2)[S:5][CH:6]=1. (4) Given the reactants COC1C=CC(C[N:8]2[CH2:17][CH2:16][C:15]3[N:14]=[C:13]([NH:18][C:19]([NH:21][C@@H:22]([C:24]4[CH:29]=[CH:28][CH:27]=[CH:26][CH:25]=4)[CH3:23])=[O:20])[CH:12]=[C:11]4[N:30](C(C5C=CC=CC=5)(C5C=CC=CC=5)C5C=CC=CC=5)[N:31]=[C:9]2[C:10]=34)=CC=1.C([SiH](CC)CC)C, predict the reaction product. The product is: [C:24]1([C@H:22]([NH:21][C:19]([NH:18][C:13]2[CH:12]=[C:11]3[NH:30][N:31]=[C:9]4[C:10]3=[C:15]([CH2:16][CH2:17][NH:8]4)[N:14]=2)=[O:20])[CH3:23])[CH:25]=[CH:26][CH:27]=[CH:28][CH:29]=1. (5) Given the reactants [NH2:1][C:2]1[CH:10]=[CH:9][CH:8]=[C:4]([C:5]([OH:7])=[O:6])[C:3]=1[OH:11].[Br:12][C:13]1[CH:17]=[C:16]([S:18](Cl)(=[O:20])=[O:19])[S:15][C:14]=1[Cl:22].C([O-])([O-])=O.[Na+].[Na+].CCOC(C)=O, predict the reaction product. The product is: [Br:12][C:13]1[CH:17]=[C:16]([S:18]([NH:1][C:2]2[C:3]([OH:11])=[C:4]([CH:8]=[CH:9][CH:10]=2)[C:5]([OH:7])=[O:6])(=[O:20])=[O:19])[S:15][C:14]=1[Cl:22]. (6) Given the reactants [Br:1][C:2]1[CH:7]=[CH:6][C:5]([CH:8](C(O)=O)[C:9]([OH:11])=[O:10])=[CH:4][CH:3]=1.C(=O)=O, predict the reaction product. The product is: [Br:1][C:2]1[CH:3]=[CH:4][C:5]([CH2:8][C:9]([OH:11])=[O:10])=[CH:6][CH:7]=1. (7) Given the reactants C[O:2][C:3]1[CH:8]=[CH:7][C:6]([S:9]([N:12]2[CH2:16][CH2:15][CH2:14][CH2:13]2)(=[O:11])=[O:10])=[CH:5][C:4]=1[N+:17]([O-:19])=[O:18].[OH-].[K+].Cl, predict the reaction product. The product is: [N+:17]([C:4]1[CH:5]=[C:6]([S:9]([N:12]2[CH2:13][CH2:14][CH2:15][CH2:16]2)(=[O:10])=[O:11])[CH:7]=[CH:8][C:3]=1[OH:2])([O-:19])=[O:18].